This data is from Experimentally validated miRNA-target interactions with 360,000+ pairs, plus equal number of negative samples. The task is: Binary Classification. Given a miRNA mature sequence and a target amino acid sequence, predict their likelihood of interaction. (1) The miRNA is cel-miR-271 with sequence UCGCCGGGUGGAAAGCAUUC. The protein sequence of the target gene is MADTTPNGPQGAGAVQFMMTNKLDTAMWLSRLFTVYCSALFVLPLLGLHEAASFYQRALLANALTSALRLHQRLPHFQLSRAFLAQALLEDSCHYLLYSLIFVNSYPVTMSIFPVLLFSLLHAATYTKKVLDARGSNSLPLLRSVLDKLSANQQNILKFIACNEIFLMPATVFMLFSGQGSLLQPFIYYRFLTLRYSSRRNPYCRTLFNELRIVVEHIIMKPACPLFVRRLCLQSIAFISRLAPTVP. Result: 0 (no interaction). (2) The miRNA is hsa-miR-106b-5p with sequence UAAAGUGCUGACAGUGCAGAU. The protein sequence of the target gene is MRLLERMRKDWFMVGIVLAIAGAKLEPSIGVNGGPLKPEITVSYIAVATIFFNSGLSLKTEELTSALVHLKLHLFIQIFTLAFFPATIWLFLQLLSITPINEWLLKGLQTVGCMPPPVSSAVILTKAVGGNEAAAIFNSAFGSFLGIVITPLLLLLFLGSSSSVPFTSIFSQLFMTVVVPLIIGQIVRRYIKDWLERKKPPFGAISSSVLLMIIYTTFCDTFSNPNIDLDKFSLVLILFIIFSIQLSFMLLTFIFSTRNNSGFTPADTVAIIFCSTHKSLTLGIPMLKIVFAGHEHLSLI.... Result: 1 (interaction).